From a dataset of Ames mutagenicity test results for genotoxicity prediction. Regression/Classification. Given a drug SMILES string, predict its toxicity properties. Task type varies by dataset: regression for continuous values (e.g., LD50, hERG inhibition percentage) or binary classification for toxic/non-toxic outcomes (e.g., AMES mutagenicity, cardiotoxicity, hepatotoxicity). Dataset: ames. (1) The drug is CC(C)(C)c1ccc(O)c(O)c1. The result is 0 (non-mutagenic). (2) The molecule is COc1nsc2c([N+](=O)[O-])cccc12. The result is 1 (mutagenic). (3) The drug is CC(=O)N1CCC[C@H]1C(=O)N(CC(=O)O)N=O. The result is 1 (mutagenic). (4) The molecule is NCCCN. The result is 0 (non-mutagenic).